Dataset: Catalyst prediction with 721,799 reactions and 888 catalyst types from USPTO. Task: Predict which catalyst facilitates the given reaction. (1) Reactant: [Cl:1][C:2]1[CH:7]=[CH:6][C:5]([S:8]([N:11]([CH2:19][C:20]2[CH:28]=[CH:27][C:23]([C:24]([OH:26])=O)=[CH:22][CH:21]=2)[CH:12]2[CH2:17][CH2:16][CH2:15][CH2:14][CH:13]2[CH3:18])(=[O:10])=[O:9])=[CH:4][CH:3]=1.C(N(CC)CC)C.CS(Cl)(=O)=O.[NH2:41][C@H:42]([CH3:45])[CH2:43][OH:44]. Product: [Cl:1][C:2]1[CH:3]=[CH:4][C:5]([S:8]([N:11]([CH2:19][C:20]2[CH:28]=[CH:27][C:23]([C:24]([NH:41][C@H:42]([CH3:45])[CH2:43][OH:44])=[O:26])=[CH:22][CH:21]=2)[CH:12]2[CH2:17][CH2:16][CH2:15][CH2:14][CH:13]2[CH3:18])(=[O:10])=[O:9])=[CH:6][CH:7]=1. The catalyst class is: 84. (2) Reactant: [NH:1]1[C:9]2[C:4](=[CH:5][CH:6]=[CH:7][CH:8]=2)[C:3](/[CH:10]=[C:11]2\[O:12][C:13]3[C:20]([CH:21]([N:23]4[CH2:28][CH2:27][N:26](C(OC(C)(C)C)=O)[CH2:25][CH2:24]4)[CH3:22])=[C:19]([OH:36])[CH:18]=[CH:17][C:14]=3[C:15]\2=[O:16])=[N:2]1.Cl. Product: [NH:1]1[C:9]2[C:4](=[CH:5][CH:6]=[CH:7][CH:8]=2)[C:3](/[CH:10]=[C:11]2\[O:12][C:13]3[C:20]([CH:21]([N:23]4[CH2:24][CH2:25][NH:26][CH2:27][CH2:28]4)[CH3:22])=[C:19]([OH:36])[CH:18]=[CH:17][C:14]=3[C:15]\2=[O:16])=[N:2]1. The catalyst class is: 135. (3) The catalyst class is: 8. Product: [O:19]1[CH2:20][CH2:21][N:16]([CH2:1][C:3]2([OH:2])[CH2:4][CH2:5][NH:6][CH2:7][CH2:8]2)[CH2:17][CH2:18]1. Reactant: [CH2:1]1[C:3]2([CH2:8][CH2:7][N:6](C(OC(C)(C)C)=O)[CH2:5][CH2:4]2)[O:2]1.[NH:16]1[CH2:21][CH2:20][O:19][CH2:18][CH2:17]1. (4) Reactant: [NH:1]1[C:10]2[C:5](=[CH:6][CH:7]=[CH:8][CH:9]=2)[C:4]2([CH2:13][CH2:12][CH2:11]2)[CH2:3][C:2]1=O.Cl.C(OCC)(=O)C. Product: [NH:1]1[C:10]2[C:5](=[CH:6][CH:7]=[CH:8][CH:9]=2)[C:4]2([CH2:13][CH2:12][CH2:11]2)[CH2:3][CH2:2]1. The catalyst class is: 1. (5) Reactant: [CH2:1]([C:8]1[C:17]2[C:12](=[CH:13][CH:14]=[CH:15][CH:16]=2)[C:11](=O)[NH:10][N:9]=1)[C:2]1[CH:7]=[CH:6][CH:5]=[CH:4][CH:3]=1.P(Cl)(Cl)([Cl:21])=O. Product: [CH2:1]([C:8]1[C:17]2[C:12](=[CH:13][CH:14]=[CH:15][CH:16]=2)[C:11]([Cl:21])=[N:10][N:9]=1)[C:2]1[CH:7]=[CH:6][CH:5]=[CH:4][CH:3]=1. The catalyst class is: 11. (6) Reactant: Cl[CH:2]([C:7]1[CH:8]=[C:9]([C:13]2[CH:14]=[CH:15][C:16]([O:19][CH3:20])=[N:17][CH:18]=2)[O:10][C:11]=1[CH3:12])[CH2:3][CH:4]([CH3:6])[CH3:5].[NH2:21][C:22]1[CH:23]=[CH:24][C:25]([C:28]([O:30]C)=[O:29])=[N:26][CH:27]=1.C(=O)([O-])[O-].[Na+].[Na+].[I-].[Na+]. Product: [CH3:20][O:19][C:16]1[N:17]=[CH:18][C:13]([C:9]2[O:10][C:11]([CH3:12])=[C:7]([CH:2]([NH:21][C:22]3[CH:23]=[CH:24][C:25]([C:28]([OH:30])=[O:29])=[N:26][CH:27]=3)[CH2:3][CH:4]([CH3:6])[CH3:5])[CH:8]=2)=[CH:14][CH:15]=1. The catalyst class is: 395.